From a dataset of Forward reaction prediction with 1.9M reactions from USPTO patents (1976-2016). Predict the product of the given reaction. (1) Given the reactants [F:1][C:2]1[CH:3]=[CH:4][C:5]([CH2:8][O:9][C:10]2[CH:11]=[N:12][N:13]([C:17]3[CH:22]=[CH:21][C:20]4[C:23]5[CH2:28][CH2:27][N:26](C(OC(C)(C)C)=O)[CH2:25][C:24]=5[S:36][C:19]=4[CH:18]=3)[C:14](=[O:16])[CH:15]=2)=[N:6][CH:7]=1.Cl, predict the reaction product. The product is: [F:1][C:2]1[CH:3]=[CH:4][C:5]([CH2:8][O:9][C:10]2[CH:11]=[N:12][N:13]([C:17]3[CH:22]=[CH:21][C:20]4[C:23]5[CH2:28][CH2:27][NH:26][CH2:25][C:24]=5[S:36][C:19]=4[CH:18]=3)[C:14](=[O:16])[CH:15]=2)=[N:6][CH:7]=1. (2) Given the reactants [S:1]1[C:5]([C:6]([OH:8])=O)=[CH:4][C:3]2[CH:9]=[CH:10][CH:11]=[CH:12][C:2]1=2.[NH2:13][C:14]1[CH:15]=[CH:16][C:17]([N:22]2[CH2:27][CH2:26][N:25]([CH3:28])[CH2:24][CH2:23]2)=[C:18]([CH:21]=1)[C:19]#[N:20], predict the reaction product. The product is: [C:19]([C:18]1[CH:21]=[C:14]([NH:13][C:6]([C:5]2[S:1][C:2]3[CH:12]=[CH:11][CH:10]=[CH:9][C:3]=3[CH:4]=2)=[O:8])[CH:15]=[CH:16][C:17]=1[N:22]1[CH2:23][CH2:24][N:25]([CH3:28])[CH2:26][CH2:27]1)#[N:20]. (3) Given the reactants [C:1]([O:5][C:6]([N:8]1[CH2:15][CH2:14][CH2:13][C@H:9]1[C:10]([OH:12])=O)=[O:7])([CH3:4])([CH3:3])[CH3:2].[NH:16]1[CH2:21][CH2:20][O:19][CH2:18][CH2:17]1, predict the reaction product. The product is: [C:1]([O:5][C:6]([N:8]1[CH2:15][CH2:14][CH2:13][C@H:9]1[C:10]([N:16]1[CH2:21][CH2:20][O:19][CH2:18][CH2:17]1)=[O:12])=[O:7])([CH3:2])([CH3:3])[CH3:4]. (4) The product is: [CH2:20]([O:19][C:17]([C:14]1[CH:15]=[C:16]2[C:11]([C:10]([C:22](=[O:23])[NH:40][CH2:39][C:35]3[CH:36]=[N:37][CH:38]=[C:33]([F:32])[CH:34]=3)=[C:9]([CH:25]([CH3:27])[CH3:26])[N:8]2[CH2:1][C:2]2[CH:7]=[CH:6][CH:5]=[CH:4][CH:3]=2)=[CH:12][CH:13]=1)=[O:18])[CH3:21]. Given the reactants [CH2:1]([N:8]1[C:16]2[C:11](=[CH:12][CH:13]=[C:14]([C:17]([O:19][CH2:20][CH3:21])=[O:18])[CH:15]=2)[C:10]([C:22](O)=[O:23])=[C:9]1[CH:25]([CH3:27])[CH3:26])[C:2]1[CH:7]=[CH:6][CH:5]=[CH:4][CH:3]=1.C(Cl)CCl.[F:32][C:33]1[CH:34]=[C:35]([CH2:39][NH2:40])[CH:36]=[N:37][CH:38]=1, predict the reaction product. (5) Given the reactants [F:1][C:2]1[CH:3]=[C:4]2[C:9](=[N:10][CH:11]=1)[NH:8][C:7](=[O:12])[C:6]([C:13]#[N:14])=[C:5]2[N:15]1[CH2:20][CH2:19][N:18]([C:21]([C:23]2[O:24][CH:25]=[CH:26][CH:27]=2)=[O:22])[CH2:17][CH2:16]1.[CH2:28](Br)[C:29]1[CH:34]=[CH:33][CH:32]=[CH:31][CH:30]=1, predict the reaction product. The product is: [CH2:28]([N:8]1[C:9]2[C:4](=[CH:3][C:2]([F:1])=[CH:11][N:10]=2)[C:5]([N:15]2[CH2:20][CH2:19][N:18]([C:21]([C:23]3[O:24][CH:25]=[CH:26][CH:27]=3)=[O:22])[CH2:17][CH2:16]2)=[C:6]([C:13]#[N:14])[C:7]1=[O:12])[C:29]1[CH:34]=[CH:33][CH:32]=[CH:31][CH:30]=1.